Dataset: Catalyst prediction with 721,799 reactions and 888 catalyst types from USPTO. Task: Predict which catalyst facilitates the given reaction. (1) Reactant: [OH:1][C@@H:2]([CH2:17][N:18]1[CH2:23][CH2:22][O:21][CH2:20][CH2:19]1)[CH2:3][N:4]1[CH2:9][CH2:8][C:7]2[NH:10][C:11]([CH:14]=O)=[C:12]([CH3:13])[C:6]=2[C:5]1=[O:16].[F:24][C:25]1[CH:26]=[C:27]2[C:31](=[CH:32][C:33]=1[NH:34][C:35](=[O:40])[C:36]([OH:39])([CH3:38])[CH3:37])[NH:30][C:29](=[O:41])[CH2:28]2.N1CCCCC1. Product: [F:24][C:25]1[CH:26]=[C:27]2[C:31](=[CH:32][C:33]=1[NH:34][C:35](=[O:40])[C:36]([OH:39])([CH3:38])[CH3:37])[NH:30][C:29](=[O:41])/[C:28]/2=[CH:14]\[C:11]1[NH:10][C:7]2[CH2:8][CH2:9][N:4]([CH2:3][C@@H:2]([OH:1])[CH2:17][N:18]3[CH2:19][CH2:20][O:21][CH2:22][CH2:23]3)[C:5](=[O:16])[C:6]=2[C:12]=1[CH3:13]. The catalyst class is: 8. (2) Reactant: C(OC([N:8]1[CH2:15][CH2:14][CH:13]2[CH:10]([N:11]([C:16]([C:18]3[C:19]([C:24]4[CH:29]=[CH:28][CH:27]=[CH:26][CH:25]=4)=[CH:20][CH:21]=[CH:22][CH:23]=3)=[O:17])[CH2:12]2)[CH2:9]1)=O)(C)(C)C.FC(F)(F)C(O)=O. Product: [C:19]1([C:24]2[CH:29]=[CH:28][CH:27]=[CH:26][CH:25]=2)[CH:20]=[CH:21][CH:22]=[CH:23][C:18]=1[C:16]([N:11]1[CH:10]2[CH:13]([CH2:14][CH2:15][NH:8][CH2:9]2)[CH2:12]1)=[O:17]. The catalyst class is: 12. (3) Reactant: [F:1][C:2]1[CH:3]=[N:4][C:5]([C@@H:8]([NH:10][C:11]2[N:16]=[C:15]([C:17]([O:19]CC)=[O:18])[C:14]([N+:22]([O-:24])=[O:23])=[C:13]([NH:25][C:26]3[CH:30]=[C:29]([CH3:31])[NH:28][N:27]=3)[N:12]=2)[CH3:9])=[N:6][CH:7]=1.[Li+].[OH-]. Product: [F:1][C:2]1[CH:3]=[N:4][C:5]([C@@H:8]([NH:10][C:11]2[N:16]=[C:15]([C:17]([OH:19])=[O:18])[C:14]([N+:22]([O-:24])=[O:23])=[C:13]([NH:25][C:26]3[CH:30]=[C:29]([CH3:31])[NH:28][N:27]=3)[N:12]=2)[CH3:9])=[N:6][CH:7]=1. The catalyst class is: 87. (4) The catalyst class is: 15. Product: [N+:1]1([O-:10])[CH:6]=[CH:5][CH:4]=[C:3]2[CH2:7][CH2:8][CH2:9][C:2]=12. Reactant: [N:1]1[CH:6]=[CH:5][CH:4]=[C:3]2[CH2:7][CH2:8][CH2:9][C:2]=12.[OH:10]O. (5) Reactant: [C:1]([Cl:4])(=O)[CH3:2].[N:5]([CH2:8][CH2:9][O:10][CH2:11][CH2:12][O:13][CH2:14][CH2:15][O:16][CH2:17][CH2:18][O:19][CH2:20][C:21]([OH:23])=[O:22])=[N+]=[N-].O.C(Cl)Cl. Product: [ClH:4].[NH2:5][CH2:8][CH2:9][O:10][CH2:11][CH2:12][O:13][CH2:14][CH2:15][O:16][CH2:17][CH2:18][O:19][CH2:20][C:21]([O:23][CH2:1][CH3:2])=[O:22]. The catalyst class is: 8. (6) Reactant: [F:1][C:2]1[CH:7]=[CH:6][C:5]([C:8]2([C:18]3[CH:23]=[CH:22][C:21]([F:24])=[CH:20][CH:19]=3)[CH2:12][CH2:11][N:10]([CH2:13][C:14]([OH:16])=O)[C:9]2=[O:17])=[CH:4][CH:3]=1.C(Cl)(=O)C(Cl)=O.[F:31][C:32]([F:41])([F:40])[C:33]1[N:38]=[C:37]([NH2:39])[CH:36]=[CH:35][CH:34]=1.CN1CCOCC1. Product: [F:24][C:21]1[CH:22]=[CH:23][C:18]([C:8]2([C:5]3[CH:4]=[CH:3][C:2]([F:1])=[CH:7][CH:6]=3)[CH2:12][CH2:11][N:10]([CH2:13][C:14]([NH:39][C:37]3[CH:36]=[CH:35][CH:34]=[C:33]([C:32]([F:40])([F:31])[F:41])[N:38]=3)=[O:16])[C:9]2=[O:17])=[CH:19][CH:20]=1. The catalyst class is: 120.